This data is from Reaction yield outcomes from USPTO patents with 853,638 reactions. The task is: Predict the reaction yield, written as a fraction of the theoretical maximum amount of product (1.0 means a 100% yield; for example, 0.34 means a 34% yield). (1) The reactants are [F:1][C:2]1([F:14])[CH2:8][CH2:7][C:6]2[CH:9]=[C:10]([NH2:13])[CH:11]=[CH:12][C:5]=2[CH2:4][CH2:3]1.Cl[C:16]1[N:21]=[C:20]([NH:22][C@@H:23]2[CH2:28][CH2:27][CH2:26][CH2:25][C@H:24]2[NH:29][S:30]([CH3:33])(=[O:32])=[O:31])[C:19]([Cl:34])=[CH:18][N:17]=1.C(O)(C)C.Cl.O1CCOCC1. No catalyst specified. The product is [Cl:34][C:19]1[C:20]([NH:22][C@@H:23]2[CH2:28][CH2:27][CH2:26][CH2:25][C@H:24]2[NH:29][S:30]([CH3:33])(=[O:32])=[O:31])=[N:21][C:16]([NH:13][C:10]2[CH:11]=[CH:12][C:5]3[CH2:4][CH2:3][C:2]([F:14])([F:1])[CH2:8][CH2:7][C:6]=3[CH:9]=2)=[N:17][CH:18]=1. The yield is 0.400. (2) The reactants are [C:1]1([N:7]2[C:19]3[CH:18]=[CH:17][CH:16]=[CH:15][C:14]=3[C:13]3[C:8]2=[CH:9][CH:10]=[CH:11][CH:12]=3)[CH:6]=[CH:5][CH:4]=[CH:3][CH:2]=1.[Br:20]N1C(=O)CCC1=O. The catalyst is C(O)(=O)C. The product is [Br:20][C:16]1[CH:17]=[CH:18][C:19]2[N:7]([C:1]3[CH:2]=[CH:3][CH:4]=[CH:5][CH:6]=3)[C:8]3[C:13]([C:14]=2[CH:15]=1)=[CH:12][CH:11]=[CH:10][CH:9]=3. The yield is 0.880. (3) The reactants are C[O:2][C:3]([C:5]1[CH:15]=[CH:14][C:8]2[O:9][C:10]([F:13])([F:12])[O:11][C:7]=2[CH:6]=1)=O.[H-].[Al+3].[Li+].[H-].[H-].[H-].O.[OH-].[Na+]. The catalyst is O1CCCC1. The product is [F:13][C:10]1([F:12])[O:9][C:8]2[CH:14]=[CH:15][C:5]([CH2:3][OH:2])=[CH:6][C:7]=2[O:11]1. The yield is 0.760. (4) The product is [N:18]([CH:6]1[CH2:10][CH2:9][N:8]([C:11]([O:13][C:14]([CH3:17])([CH3:16])[CH3:15])=[O:12])[CH2:7]1)=[N+:19]=[N-:20]. The yield is 0.940. The reactants are CS(O[CH:6]1[CH2:10][CH2:9][N:8]([C:11]([O:13][C:14]([CH3:17])([CH3:16])[CH3:15])=[O:12])[CH2:7]1)(=O)=O.[N-:18]=[N+:19]=[N-:20].[Na+]. The catalyst is CN(C=O)C. (5) The catalyst is C1C=CC([P]([Pd]([P](C2C=CC=CC=2)(C2C=CC=CC=2)C2C=CC=CC=2)([P](C2C=CC=CC=2)(C2C=CC=CC=2)C2C=CC=CC=2)[P](C2C=CC=CC=2)(C2C=CC=CC=2)C2C=CC=CC=2)(C2C=CC=CC=2)C2C=CC=CC=2)=CC=1.O. The reactants are [C:1]([O:5][C:6](=[O:25])[N:7]([CH2:9][C:10]1[CH:14]=[C:13](Br)[N:12]([S:16]([C:19]2[CH:20]=[N:21][CH:22]=[CH:23][CH:24]=2)(=[O:18])=[O:17])[CH:11]=1)[CH3:8])([CH3:4])([CH3:3])[CH3:2].[Cl:26][C:27]1[C:32](B(O)O)=[CH:31][CH:30]=[CH:29][N:28]=1.C(=O)([O-])O.[Na+].COCCOC. The product is [C:1]([O:5][C:6](=[O:25])[N:7]([CH2:9][C:10]1[CH:14]=[C:13]([C:32]2[C:27]([Cl:26])=[N:28][CH:29]=[CH:30][CH:31]=2)[N:12]([S:16]([C:19]2[CH:20]=[N:21][CH:22]=[CH:23][CH:24]=2)(=[O:18])=[O:17])[CH:11]=1)[CH3:8])([CH3:4])([CH3:3])[CH3:2]. The yield is 0.600. (6) The yield is 0.910. The product is [OH:15][CH2:14][C:13]1[CH:18]=[CH:19][C:20]([C:22]([F:24])([F:25])[F:23])=[CH:21][C:12]=1[OH:11]. The reactants are ClC1C=CC(CO)=C(O)C=1.[OH:11][C:12]1[CH:21]=[C:20]([C:22]([F:25])([F:24])[F:23])[CH:19]=[CH:18][C:13]=1[C:14](OC)=[O:15]. No catalyst specified. (7) The reactants are C([O:4][C:5](=[O:31])[NH:6][CH2:7][C@@H:8]1[CH2:12][CH2:11][N:10]([C:13]2[C:22]3[C:17](=[CH:18][C:19]([CH3:23])=[CH:20][CH:21]=3)[N:16]=[C:15]([C:24]3[CH:29]=[CH:28][CH:27]=[CH:26][C:25]=3[OH:30])[N:14]=2)[CH2:9]1)CC.Cl.CCO[CH2:36][CH3:37].[CH2:38](Cl)[Cl:39]. No catalyst specified. The product is [ClH:39].[CH2:38]([N:6]([CH2:7][C@H:8]1[CH2:12][CH2:11][N:10]([C:13]2[C:22]3[C:17](=[CH:18][C:19]([CH3:23])=[CH:20][CH:21]=3)[N:16]=[C:15]([C:24]3[CH:29]=[CH:28][CH:27]=[CH:26][C:25]=3[OH:30])[N:14]=2)[CH2:9]1)[C:5](=[O:31])[OH:4])[CH2:36][CH3:37]. The yield is 0.880.